Dataset: Reaction yield outcomes from USPTO patents with 853,638 reactions. Task: Predict the reaction yield, written as a fraction of the theoretical maximum amount of product (1.0 means a 100% yield; for example, 0.34 means a 34% yield). The reactants are [CH2:1]([O:8][C:9](=[O:34])[N:10]([CH2:20][C:21]1[CH:26]=[CH:25][CH:24]=[C:23]([C:27]2[CH:31]=[C:30]([NH2:32])[N:29]([CH3:33])[N:28]=2)[CH:22]=1)[CH2:11][C:12]1[CH:17]=[CH:16][C:15]([O:18][CH3:19])=[CH:14][CH:13]=1)[C:2]1[CH:7]=[CH:6][CH:5]=[CH:4][CH:3]=1.[C:35]1(=O)[CH2:40][CH2:39][CH2:38][CH2:37][CH2:36]1. The catalyst is C(O)(=O)C. The product is [CH2:1]([O:8][C:9](=[O:34])[N:10]([CH2:20][C:21]1[CH:26]=[CH:25][CH:24]=[C:23]([C:27]2[C:31]([C:35]3[CH2:40][CH2:39][CH2:38][CH2:37][CH:36]=3)=[C:30]([NH2:32])[N:29]([CH3:33])[N:28]=2)[CH:22]=1)[CH2:11][C:12]1[CH:13]=[CH:14][C:15]([O:18][CH3:19])=[CH:16][CH:17]=1)[C:2]1[CH:3]=[CH:4][CH:5]=[CH:6][CH:7]=1. The yield is 0.710.